From a dataset of Reaction yield outcomes from USPTO patents with 853,638 reactions. Predict the reaction yield, written as a fraction of the theoretical maximum amount of product (1.0 means a 100% yield; for example, 0.34 means a 34% yield). (1) The product is [CH3:13][N:14]1[C:18]([C:2]2[CH:8]=[C:7]([C:9]([F:12])([F:11])[F:10])[CH:6]=[CH:5][C:3]=2[NH2:4])=[CH:17][CH:16]=[N:15]1. The yield is 0.134. The catalyst is CO.O. The reactants are Br[C:2]1[CH:8]=[C:7]([C:9]([F:12])([F:11])[F:10])[CH:6]=[CH:5][C:3]=1[NH2:4].[CH3:13][N:14]1[C:18](B2OC(C)(C)C(C)(C)O2)=[CH:17][CH:16]=[N:15]1.P([O-])([O-])([O-])=O.[K+].[K+].[K+].O1CCOCC1. (2) The reactants are [Br:1][C:2]1[C:10]2[C:5]([NH:6][CH:7]=[N:8][C:9]=2[Cl:11])=[N:4][CH:3]=1.O[CH:13]1[CH2:18][CH2:17][N:16]([C:19]([O:21][C:22]([CH3:25])([CH3:24])[CH3:23])=[O:20])[CH2:15][CH2:14]1.C1(P(C2C=CC=CC=2)C2C=CC=CC=2)C=CC=CC=1.CCOC(/N=N/C(OCC)=O)=O. The catalyst is O1CCCC1. The product is [Br:1][C:2]1[C:10]2[C:9]([Cl:11])=[N:8][CH:7]=[N:6][C:5]=2[N:4]([CH:13]2[CH2:18][CH2:17][N:16]([C:19]([O:21][C:22]([CH3:25])([CH3:24])[CH3:23])=[O:20])[CH2:15][CH2:14]2)[CH:3]=1. The yield is 0.860. (3) The reactants are Br[C:2](Br)=[CH:3][C@@H:4]1[CH2:8][CH2:7][CH2:6][N:5]1[C:9]([O:11][C:12]([CH3:15])([CH3:14])[CH3:13])=[O:10].C([Li])(CC)C.[Cl-].[NH4+]. The catalyst is C1COCC1.CCOCC. The product is [C:3]([C@@H:4]1[CH2:8][CH2:7][CH2:6][N:5]1[C:9]([O:11][C:12]([CH3:15])([CH3:14])[CH3:13])=[O:10])#[CH:2]. The yield is 1.00. (4) The reactants are [CH3:1][O:2][C:3]1[CH:8]=[CH:7][C:6]([CH3:9])=[CH:5][C:4]=1B1OC(C)(C)C(C)(C)O1.I[C:20]1[C:25]([F:26])=[C:24]([F:27])[C:23]([F:28])=[C:22]([F:29])[C:21]=1[F:30]. The catalyst is C1(C)C=CC=CC=1.C(=O)([O-])[O-].[K+].[K+].[Br-].C([N+](CCCC)(CCCC)CCCC)CCC.C1C=CC([P]([Pd]([P](C2C=CC=CC=2)(C2C=CC=CC=2)C2C=CC=CC=2)([P](C2C=CC=CC=2)(C2C=CC=CC=2)C2C=CC=CC=2)[P](C2C=CC=CC=2)(C2C=CC=CC=2)C2C=CC=CC=2)(C2C=CC=CC=2)C2C=CC=CC=2)=CC=1. The product is [F:26][C:25]1[C:24]([F:27])=[C:23]([F:28])[C:22]([F:29])=[C:21]([F:30])[C:20]=1[C:4]1[CH:5]=[C:6]([CH3:9])[CH:7]=[CH:8][C:3]=1[O:2][CH3:1]. The yield is 0.740. (5) The reactants are Br[C:2]1[CH:7]=[CH:6][C:5]([N:8]2[CH2:13][CH2:12][O:11][CH2:10][CH2:9]2)=[CH:4][CH:3]=1.C1(C2C=CC=CC=2)C=CC([C:20](=[O:28])[CH2:21][C:22]2[CH:27]=[CH:26][CH:25]=[CH:24][CH:23]=2)=CC=1. No catalyst specified. The product is [O:11]1[CH2:12][CH2:13][N:8]([C:5]2[CH:6]=[CH:7][C:2]([C:20](=[O:28])[CH2:21][C:22]3[CH:27]=[CH:26][CH:25]=[CH:24][CH:23]=3)=[CH:3][CH:4]=2)[CH2:9][CH2:10]1. The yield is 0.360. (6) The reactants are [N+:1]([C:4]1[C:9]([S:10][C:11]2[CH:20]=[CH:19][C:14]([C:15]([O:17][CH3:18])=[O:16])=[CH:13][CH:12]=2)=[CH:8][CH:7]=[CH:6][N:5]=1)([O-])=O. The catalyst is C(O)(=O)C.ClCCl.[Zn]. The product is [NH2:1][C:4]1[C:9]([S:10][C:11]2[CH:20]=[CH:19][C:14]([C:15]([O:17][CH3:18])=[O:16])=[CH:13][CH:12]=2)=[CH:8][CH:7]=[CH:6][N:5]=1. The yield is 0.996. (7) The reactants are [O:1]1[C:5]2[CH:6]=[CH:7][C:8]([C:10](=[O:12])[CH3:11])=[CH:9][C:4]=2[O:3][CH2:2]1.[O:13]1[C:17]2[CH:18]=[CH:19][C:20]([C:22]3[CH:26]=[C:25]([CH:27]=O)[NH:24][N:23]=3)=[CH:21][C:16]=2[O:15][CH2:14]1.[OH-].[Na+]. The catalyst is C(O)C.C(OCC)(=O)C.CCCCCC. The product is [O:1]1[C:5]2[CH:6]=[CH:7][C:8]([C:10](=[O:12])/[CH:11]=[CH:27]/[C:25]3[NH:24][N:23]=[C:22]([C:20]4[CH:19]=[CH:18][C:17]5[O:13][CH2:14][O:15][C:16]=5[CH:21]=4)[CH:26]=3)=[CH:9][C:4]=2[O:3][CH2:2]1. The yield is 0.626. (8) The reactants are [C:1]1([S:7](Cl)(=[O:9])=[O:8])[CH:6]=[CH:5][CH:4]=[CH:3][CH:2]=1.C(N(CC)CC)C.[NH:18]1[CH2:23][CH2:22][CH:21]([CH2:24][N:25]2[C:33]3[C:28](=[CH:29][C:30]([C:34]4[CH:35]=[N:36][N:37]([CH:39]5[CH2:44][CH2:43][CH2:42][CH2:41][O:40]5)[CH:38]=4)=[CH:31][CH:32]=3)[CH:27]=[N:26]2)[CH2:20][CH2:19]1.CO. The catalyst is ClCCl.O. The product is [C:1]1([S:7]([N:18]2[CH2:23][CH2:22][CH:21]([CH2:24][N:25]3[C:33]4[C:28](=[CH:29][C:30]([C:34]5[CH:35]=[N:36][N:37]([CH:39]6[CH2:44][CH2:43][CH2:42][CH2:41][O:40]6)[CH:38]=5)=[CH:31][CH:32]=4)[CH:27]=[N:26]3)[CH2:20][CH2:19]2)(=[O:9])=[O:8])[CH:6]=[CH:5][CH:4]=[CH:3][CH:2]=1. The yield is 0.720. (9) The reactants are [C:1]([C:3]1[CH:4]=[N:5][CH:6]=[CH:7][CH:8]=1)#[CH:2].[N:9]1[CH:14]=[CH:13][CH:12]=[CH:11][C:10]=1[CH2:15][O:16][C:17]1[CH:22]=[CH:21][C:20]([CH2:23][C:24](Cl)=[N:25][OH:26])=[CH:19][CH:18]=1.C(N(CC)CC)C. The catalyst is O1CCCC1. The product is [N:9]1[CH:14]=[CH:13][CH:12]=[CH:11][C:10]=1[CH2:15][O:16][C:17]1[CH:22]=[CH:21][C:20]([CH2:23][C:24]2[CH:2]=[C:1]([C:3]3[CH:4]=[N:5][CH:6]=[CH:7][CH:8]=3)[O:26][N:25]=2)=[CH:19][CH:18]=1. The yield is 0.430. (10) The reactants are [C:1]([C:3]1[CH:8]=[CH:7][CH:6]=[CH:5][C:4]=1[C:9]1[CH:14]=[CH:13][C:12]([CH2:15][C:16]2[C:17](=[O:39])[N:18]([C@H:28]3[CH2:31][C@H:30]([O:32][CH2:33]C(OCC)=O)[CH2:29]3)[C:19]3[N:20]([N:25]=[CH:26][N:27]=3)[C:21]=2[CH2:22][CH2:23][CH3:24])=[CH:11][CH:10]=1)#[N:2].C[Mg]Br.[Cl-].[NH4+]. The catalyst is O1CCCC1. The product is [OH:32][C:30]([CH3:31])([CH3:29])[CH2:33][O:32][C@H:30]1[CH2:31][C@H:28]([N:18]2[C:17](=[O:39])[C:16]([CH2:15][C:12]3[CH:13]=[CH:14][C:9]([C:4]4[C:3]([C:1]#[N:2])=[CH:8][CH:7]=[CH:6][CH:5]=4)=[CH:10][CH:11]=3)=[C:21]([CH2:22][CH2:23][CH3:24])[N:20]3[N:25]=[CH:26][N:27]=[C:19]23)[CH2:29]1. The yield is 0.720.